From a dataset of Full USPTO retrosynthesis dataset with 1.9M reactions from patents (1976-2016). Predict the reactants needed to synthesize the given product. (1) Given the product [CH2:17]([C@H:24]1[CH2:28][O:27][C:26](=[O:29])[N:25]1[C:30](=[O:34])[C@H:31]([CH2:32][CH3:33])[CH2:36]/[CH:37]=[CH:38]/[CH2:39][O:40][CH2:41][C:42]1[CH:47]=[CH:46][CH:45]=[CH:44][CH:43]=1)[C:18]1[CH:19]=[CH:20][CH:21]=[CH:22][CH:23]=1, predict the reactants needed to synthesize it. The reactants are: C[Si]([N-][Si](C)(C)C)(C)C.[Na+].CCCCCC.[CH2:17]([C@H:24]1[CH2:28][O:27][C:26](=[O:29])[N:25]1[C:30](=[O:34])[CH2:31][CH2:32][CH3:33])[C:18]1[CH:23]=[CH:22][CH:21]=[CH:20][CH:19]=1.Br[CH2:36]/[CH:37]=[CH:38]/[CH2:39][O:40][CH2:41][C:42]1[CH:47]=[CH:46][CH:45]=[CH:44][CH:43]=1.[Cl-].[NH4+]. (2) Given the product [C:1]([O:5][C:6]([NH:8][C:9]1[C:17]([C:26]2[CH:25]=[CH:24][CH:23]=[C:22]([N+:19]([O-:21])=[O:20])[CH:27]=2)=[N:16][CH:15]=[CH:14][C:10]=1[C:11]([OH:13])=[O:12])=[O:7])([CH3:4])([CH3:3])[CH3:2], predict the reactants needed to synthesize it. The reactants are: [C:1]([O:5][C:6]([NH:8][C:9]1[C:17](Cl)=[N:16][CH:15]=[CH:14][C:10]=1[C:11]([OH:13])=[O:12])=[O:7])([CH3:4])([CH3:3])[CH3:2].[N+:19]([C:22]1[CH:23]=[C:24](B(O)O)[CH:25]=[CH:26][CH:27]=1)([O-:21])=[O:20].C([O-])([O-])=O.[Na+].[Na+]. (3) Given the product [C:20]([CH2:19][N:15]([CH:16]([CH3:18])[CH3:17])[C:14]([C:12]1[N:13]=[C:9]([N:7]2[CH2:6][CH:5]([S:4][C:45]3[C@H:46]([CH3:69])[C@@H:47]4[C@@H:64]([C@H:65]([OH:67])[CH3:66])[C:63](=[O:68])[N:48]4[C:49]=3[C:50]([O:52][CH2:53][C:54]3[CH:59]=[CH:58][C:57]([N+:60]([O-:62])=[O:61])=[CH:56][CH:55]=3)=[O:51])[CH2:8]2)[S:10][CH:11]=1)=[O:23])(=[O:22])[NH2:21], predict the reactants needed to synthesize it. The reactants are: C([S:4][CH:5]1[CH2:8][N:7]([C:9]2[S:10][CH:11]=[C:12]([C:14](=[O:23])[N:15]([CH2:19][C:20](=[O:22])[NH2:21])[CH:16]([CH3:18])[CH3:17])[N:13]=2)[CH2:6]1)(=O)C.C(O)(=O)C.NN.C1(P(O[C:45]2[C@H:46]([CH3:69])[C@H:47]3[C@@H:64]([C@H:65]([OH:67])[CH3:66])[C:63](=[O:68])[N:48]3[C:49]=2[C:50]([O:52][CH2:53][C:54]2[CH:59]=[CH:58][C:57]([N+:60]([O-:62])=[O:61])=[CH:56][CH:55]=2)=[O:51])(C2C=CC=CC=2)=O)C=CC=CC=1.C(N(C(C)C)CC)(C)C.C(=O)([O-])O.[Na+]. (4) Given the product [C:1]([O:5][C:6](=[O:16])[N:7]([C@H:9]1[CH2:10][CH2:11][C@H:12]([O:15][CH2:21][CH2:20][CH2:19][CH2:18][Br:17])[CH2:13][CH2:14]1)[CH3:8])([CH3:4])([CH3:2])[CH3:3], predict the reactants needed to synthesize it. The reactants are: [C:1]([O:5][C:6](=[O:16])[N:7]([C@H:9]1[CH2:14][CH2:13][C@H:12]([OH:15])[CH2:11][CH2:10]1)[CH3:8])([CH3:4])([CH3:3])[CH3:2].[Br:17][CH2:18][CH2:19][CH2:20][CH2:21]Br.[OH-].[Na+]. (5) Given the product [Cl:13][C:14]1[CH:15]=[CH:16][C:17]([C:20]2[N:21]=[CH:22][N:23]3[C:2](=[O:4])[NH:27][N:26]=[C:24]3[CH:25]=2)=[CH:18][CH:19]=1, predict the reactants needed to synthesize it. The reactants are: Cl[C:2](Cl)([O:4]C(=O)OC(Cl)(Cl)Cl)Cl.[Cl:13][C:14]1[CH:19]=[CH:18][C:17]([C:20]2[CH:25]=[C:24]([NH:26][NH2:27])[N:23]=[CH:22][N:21]=2)=[CH:16][CH:15]=1. (6) Given the product [CH2:28]([O:35][C:2]1[CH:3]=[N:4][C:5]([N:8]2[CH2:13][CH2:12][N:11]([C:14]3[C:23]4[C:18](=[CH:19][C:20]([O:26][CH3:27])=[C:21]([O:24][CH3:25])[CH:22]=4)[N:17]=[CH:16][N:15]=3)[CH2:10][CH2:9]2)=[N:6][CH:7]=1)[C:29]1[CH:34]=[CH:33][CH:32]=[CH:31][CH:30]=1, predict the reactants needed to synthesize it. The reactants are: Br[C:2]1[CH:3]=[N:4][C:5]([N:8]2[CH2:13][CH2:12][N:11]([C:14]3[C:23]4[C:18](=[CH:19][C:20]([O:26][CH3:27])=[C:21]([O:24][CH3:25])[CH:22]=4)[N:17]=[CH:16][N:15]=3)[CH2:10][CH2:9]2)=[N:6][CH:7]=1.[CH2:28]([OH:35])[C:29]1[CH:34]=[CH:33][CH:32]=[CH:31][CH:30]=1.N1C2C(=CC=C3C=2N=CC=C3)C=CC=1.C(=O)([O-])[O-].[Cs+].[Cs+].N#N. (7) Given the product [Br:1][C:2]1[CH:7]=[C:6]([CH2:8][C:20](=[O:22])[CH3:21])[CH:5]=[CH:4][N:3]=1, predict the reactants needed to synthesize it. The reactants are: [Br:1][C:2]1[CH:7]=[C:6]([CH3:8])[CH:5]=[CH:4][N:3]=1.[Li+].CC([N-]C(C)C)C.CON(C)[C:20](=[O:22])[CH3:21].O.